This data is from Peptide-MHC class I binding affinity with 185,985 pairs from IEDB/IMGT. The task is: Regression. Given a peptide amino acid sequence and an MHC pseudo amino acid sequence, predict their binding affinity value. This is MHC class I binding data. (1) The MHC is HLA-A02:06 with pseudo-sequence HLA-A02:06. The peptide sequence is SIILEFFLI. The binding affinity (normalized) is 0.957. (2) The peptide sequence is SSRVDRYSK. The MHC is HLA-A68:01 with pseudo-sequence HLA-A68:01. The binding affinity (normalized) is 0.407.